From a dataset of Catalyst prediction with 721,799 reactions and 888 catalyst types from USPTO. Predict which catalyst facilitates the given reaction. (1) Reactant: [N+:1]([C:4]1[CH:12]=[C:11]2[C:7]([CH:8]=[CH:9][NH:10]2)=[CH:6][CH:5]=1)([O-:3])=[O:2].C(=O)([O-])[O-].[Cs+].[Cs+].[CH2:19]([O:21][C:22](=[O:30])[C:23]1[CH:28]=[CH:27][C:26](F)=[CH:25][CH:24]=1)[CH3:20].O. Product: [CH2:19]([O:21][C:22](=[O:30])[C:23]1[CH:28]=[CH:27][C:26]([N:10]2[C:11]3[C:7](=[CH:6][CH:5]=[C:4]([N+:1]([O-:3])=[O:2])[CH:12]=3)[CH:8]=[CH:9]2)=[CH:25][CH:24]=1)[CH3:20]. The catalyst class is: 9. (2) Product: [CH3:26][C:21]1[CH:20]=[C:16]([C:17]([N:27]2[CH2:32][CH2:31][O:30][CH2:29][CH2:28]2)=[O:19])[CH:15]=[C:14]([CH3:13])[C:22]=1[N+:23]([O-:25])=[O:24]. Reactant: C(N1C=CN=C1)(N1C=CN=C1)=O.[CH3:13][C:14]1[CH:15]=[C:16]([CH:20]=[C:21]([CH3:26])[C:22]=1[N+:23]([O-:25])=[O:24])[C:17]([OH:19])=O.[NH:27]1[CH2:32][CH2:31][O:30][CH2:29][CH2:28]1. The catalyst class is: 7. (3) The catalyst class is: 8. Reactant: [CH:1](=O)[C:2]1[C:3](=[CH:5][CH:6]=[CH:7][CH:8]=1)[OH:4].[NH2:10][C:11]1[CH:16]=[CH:15][C:14]([C:17]2[C:25]3[C:20](=[N:21][CH:22]=[N:23][C:24]=3[NH2:26])[N:19]([C@H:27]3[CH2:32][CH2:31][C@H:30]([N:33]4[CH2:38][CH2:37][N:36]([CH3:39])[CH2:35][CH2:34]4)[CH2:29][CH2:28]3)[N:18]=2)=[CH:13][C:12]=1[O:40][CH3:41]. Product: [NH2:26][C:24]1[N:23]=[CH:22][N:21]=[C:20]2[N:19]([C@H:27]3[CH2:32][CH2:31][C@H:30]([N:33]4[CH2:34][CH2:35][N:36]([CH3:39])[CH2:37][CH2:38]4)[CH2:29][CH2:28]3)[N:18]=[C:17]([C:14]3[CH:15]=[CH:16][C:11]([N:10]=[CH:1][C:2]4[CH:8]=[CH:7][CH:6]=[CH:5][C:3]=4[OH:4])=[C:12]([O:40][CH3:41])[CH:13]=3)[C:25]=12. (4) Reactant: [CH3:1][O:2][C:3]([C:5]1[CH:10]=[CH:9][C:8](B(O)O)=[CH:7][CH:6]=1)=[O:4].Br[C:15]1[CH:16]=[C:17]([C:25]#[N:26])[C:18]2[C:23]([CH:24]=1)=[CH:22][CH:21]=[CH:20][CH:19]=2.C(=O)([O-])[O-].[Cs+].[Cs+].CN(C)C=O. Product: [CH3:1][O:2][C:3](=[O:4])[C:5]1[CH:10]=[CH:9][C:8]([C:15]2[CH:16]=[C:17]([C:25]#[N:26])[C:18]3[C:23](=[CH:22][CH:21]=[CH:20][CH:19]=3)[CH:24]=2)=[CH:7][CH:6]=1. The catalyst class is: 103. (5) Reactant: C([N:8]([C:25](=[O:47])[C@H:26]([CH2:35][CH2:36][CH2:37][CH2:38][NH:39][C:40]([O:42][C:43]([CH3:46])([CH3:45])[CH3:44])=[O:41])[NH:27][C:28]([O:30][C:31]([CH3:34])([CH3:33])[CH3:32])=[O:29])[C@H:9]([C:22]([OH:24])=[O:23])[CH2:10][CH2:11][CH2:12][CH2:13][NH:14][C:15]([O:17][C:18]([CH3:21])([CH3:20])[CH3:19])=[O:16])C1C=CC=CC=1. Product: [C:31]([O:30][C:28]([NH:27][C@H:26]([C:25]([NH:8][C@H:9]([C:22]([OH:24])=[O:23])[CH2:10][CH2:11][CH2:12][CH2:13][NH:14][C:15]([O:17][C:18]([CH3:21])([CH3:20])[CH3:19])=[O:16])=[O:47])[CH2:35][CH2:36][CH2:37][CH2:38][NH:39][C:40]([O:42][C:43]([CH3:46])([CH3:45])[CH3:44])=[O:41])=[O:29])([CH3:32])([CH3:33])[CH3:34]. The catalyst class is: 19. (6) Reactant: [CH2:1]=O.[NH2:3][C@@H:4]([C:7]([OH:9])=[O:8])[CH2:5][OH:6].[Cl:10][C:11]1[CH:16]=[CH:15][C:14]([N:17]=[C:18]=[O:19])=[CH:13][CH:12]=1. Product: [Cl:10][C:11]1[CH:16]=[CH:15][C:14]([NH:17][C:18]([N:3]2[C@@H:4]([C:7]([OH:9])=[O:8])[CH2:5][O:6][CH2:1]2)=[O:19])=[CH:13][CH:12]=1. The catalyst class is: 74. (7) Reactant: C1([O:7][CH:8]([CH2:13][CH2:14][CH2:15][CH2:16][CH2:17][CH2:18][C:19]2[S:23][CH:22]=[N:21][C:20]=2[CH3:24])[C:9]([O:11][CH3:12])=[O:10])CCCCC1.C1(C)C=CC(S(O)(=O)=O)=CC=1. Product: [OH:7][CH:8]([CH2:13][CH2:14][CH2:15][CH2:16][CH2:17][CH2:18][C:19]1[S:23][CH:22]=[N:21][C:20]=1[CH3:24])[C:9]([O:11][CH3:12])=[O:10]. The catalyst class is: 5.